From a dataset of Forward reaction prediction with 1.9M reactions from USPTO patents (1976-2016). Predict the product of the given reaction. (1) Given the reactants C(O)(=O)C1C=CC=[N:4]C=1.[NH2:10][C@H:11]([C:17]([OH:19])=[O:18])[CH2:12][CH2:13][C:14](O)=[O:15].[Cl-].[Cr+3:21].[Cl-].[Cl-], predict the reaction product. The product is: [NH:10]([Cr:21])[C@H:11]([C:17]([OH:19])=[O:18])[CH2:12][CH2:13][C:14](=[O:15])[NH2:4]. (2) The product is: [CH2:16]([O:23][C:24]1[CH:25]=[CH:26][C:27]([N+:32]([O-:34])=[O:33])=[C:28]([N:29]([CH3:30])[C:2](=[O:3])[CH2:4][O:5][C:6]2[CH:7]=[C:8]([CH:13]=[CH:14][CH:15]=2)[C:9]([O:11][CH3:12])=[O:10])[CH:31]=1)[C:17]1[CH:18]=[CH:19][CH:20]=[CH:21][CH:22]=1. Given the reactants Cl[C:2]([CH2:4][O:5][C:6]1[CH:7]=[C:8]([CH:13]=[CH:14][CH:15]=1)[C:9]([O:11][CH3:12])=[O:10])=[O:3].[CH2:16]([O:23][C:24]1[CH:25]=[CH:26][C:27]([N+:32]([O-:34])=[O:33])=[C:28]([CH:31]=1)[NH:29][CH3:30])[C:17]1[CH:22]=[CH:21][CH:20]=[CH:19][CH:18]=1, predict the reaction product.